From a dataset of Merck oncology drug combination screen with 23,052 pairs across 39 cell lines. Regression. Given two drug SMILES strings and cell line genomic features, predict the synergy score measuring deviation from expected non-interaction effect. (1) Drug 1: CN1C(=O)C=CC2(C)C3CCC4(C)C(NC(=O)OCC(F)(F)F)CCC4C3CCC12. Drug 2: O=c1[nH]cc(F)c(=O)[nH]1. Cell line: UWB1289. Synergy scores: synergy=-0.418. (2) Drug 1: N.N.O=C(O)C1(C(=O)O)CCC1.[Pt]. Synergy scores: synergy=7.13. Cell line: UWB1289BRCA1. Drug 2: CCN(CC)CCNC(=O)c1c(C)[nH]c(C=C2C(=O)Nc3ccc(F)cc32)c1C. (3) Drug 1: N#Cc1ccc(Cn2cncc2CN2CCN(c3cccc(Cl)c3)C(=O)C2)cc1. Drug 2: Cn1c(=O)n(-c2ccc(C(C)(C)C#N)cc2)c2c3cc(-c4cnc5ccccc5c4)ccc3ncc21. Cell line: NCIH2122. Synergy scores: synergy=34.4. (4) Drug 1: N.N.O=C(O)C1(C(=O)O)CCC1.[Pt]. Drug 2: CCN(CC)CCNC(=O)c1c(C)[nH]c(C=C2C(=O)Nc3ccc(F)cc32)c1C. Cell line: OCUBM. Synergy scores: synergy=4.45. (5) Drug 1: CN1C(=O)C=CC2(C)C3CCC4(C)C(NC(=O)OCC(F)(F)F)CCC4C3CCC12. Drug 2: CN(C)C(=N)N=C(N)N. Cell line: A2058. Synergy scores: synergy=4.37. (6) Drug 1: CN1C(=O)C=CC2(C)C3CCC4(C)C(NC(=O)OCC(F)(F)F)CCC4C3CCC12. Drug 2: O=P1(N(CCCl)CCCl)NCCCO1. Cell line: NCIH2122. Synergy scores: synergy=-2.78. (7) Cell line: RPMI7951. Drug 2: NC(=O)c1cccc2cn(-c3ccc(C4CCCNC4)cc3)nc12. Synergy scores: synergy=-4.39. Drug 1: CN1C(=O)C=CC2(C)C3CCC4(C)C(NC(=O)OCC(F)(F)F)CCC4C3CCC12.